The task is: Predict the reactants needed to synthesize the given product.. This data is from Full USPTO retrosynthesis dataset with 1.9M reactions from patents (1976-2016). (1) Given the product [I:19][C:2]1[CH:3]=[C:4]([CH:8]=[C:9]([C:11]([O:13][CH3:14])=[O:12])[CH:10]=1)[C:5]([OH:7])=[O:6], predict the reactants needed to synthesize it. The reactants are: N[C:2]1[CH:3]=[C:4]([CH:8]=[C:9]([C:11]([O:13][CH3:14])=[O:12])[CH:10]=1)[C:5]([OH:7])=[O:6].N([O-])=O.[Na+].[I-:19].[K+]. (2) Given the product [C:1]([O:5][C:6](=[O:7])[NH:8][CH:9]([CH:27]1[CH2:32][CH2:31][CH2:30][CH2:29][CH2:28]1)[C:10]([N:12]1[CH2:13][CH2:14][CH:15]2[N:16]([S:23]([CH3:26])(=[O:24])=[O:25])[CH2:17][CH:18]([C:20](=[O:22])[NH:41][CH:34]([C:35]3[CH:40]=[CH:39][CH:38]=[CH:37][CH:36]=3)[CH3:33])[CH:19]12)=[O:11])([CH3:2])([CH3:4])[CH3:3], predict the reactants needed to synthesize it. The reactants are: [C:1]([O:5][C:6]([NH:8][CH:9]([CH:27]1[CH2:32][CH2:31][CH2:30][CH2:29][CH2:28]1)[C:10]([N:12]1[CH:19]2[CH:15]([N:16]([S:23]([CH3:26])(=[O:25])=[O:24])[CH2:17][CH:18]2[C:20]([OH:22])=O)[CH2:14][CH2:13]1)=[O:11])=[O:7])([CH3:4])([CH3:3])[CH3:2].[CH3:33][C@@H:34]([NH2:41])[C:35]1[CH:40]=[CH:39][CH:38]=[CH:37][CH:36]=1.C(Cl)CCl.C1C=CC2N(O)N=NC=2C=1.CCN(C(C)C)C(C)C.